Dataset: Reaction yield outcomes from USPTO patents with 853,638 reactions. Task: Predict the reaction yield, written as a fraction of the theoretical maximum amount of product (1.0 means a 100% yield; for example, 0.34 means a 34% yield). (1) The reactants are [CH3:1][O:2][C:3]([C:5]1[C:13]([NH:14][C:15]2[CH:20]=[CH:19][C:18]([Br:21])=[CH:17][CH:16]=2)=[C:12]([F:22])[C:8]2[N:9]=[CH:10][NH:11][C:7]=2[CH:6]=1)=[O:4].[Cl:23]N1C(=O)CCC1=O. The catalyst is CN(C)C=O. The product is [CH3:1][O:2][C:3]([C:5]1[C:13]([NH:14][C:15]2[CH:20]=[CH:19][C:18]([Br:21])=[CH:17][C:16]=2[Cl:23])=[C:12]([F:22])[C:8]2[N:9]=[CH:10][NH:11][C:7]=2[CH:6]=1)=[O:4]. The yield is 0.870. (2) The reactants are [Cl:1][C:2]1[CH:7]=[CH:6][C:5]([NH:8][C:9]([NH:11][C:12]2[CH:17]=[CH:16][C:15]([O:18][C:19]3[CH:24]=[CH:23][N:22]=[C:21]([C:25]#[N:26])[CH:20]=3)=[CH:14][CH:13]=2)=[O:10])=[CH:4][C:3]=1[C:27]([F:30])([F:29])[F:28].[N-:31]=[N+:32]=[N-:33].[Na+].Cl.C(N(CC)CC)C. The catalyst is C1(C)C=CC=CC=1. The product is [Cl:1][C:2]1[CH:7]=[CH:6][C:5]([NH:8][C:9]([NH:11][C:12]2[CH:17]=[CH:16][C:15]([O:18][C:19]3[CH:24]=[CH:23][N:22]=[C:21]([C:25]4[NH:33][N:32]=[N:31][N:26]=4)[CH:20]=3)=[CH:14][CH:13]=2)=[O:10])=[CH:4][C:3]=1[C:27]([F:30])([F:28])[F:29]. The yield is 0.630.